Dataset: Forward reaction prediction with 1.9M reactions from USPTO patents (1976-2016). Task: Predict the product of the given reaction. Given the reactants [NH2:1][C:2]1[S:6][N:5]=[C:4]([CH3:7])[C:3]=1[C:8]#[N:9].CCN(CC)CC.[C:17](Cl)(=[O:21])[CH2:18][CH2:19][CH3:20], predict the reaction product. The product is: [C:8]([C:3]1[C:4]([CH3:7])=[N:5][S:6][C:2]=1[NH:1][C:17](=[O:21])[CH2:18][CH2:19][CH3:20])#[N:9].